From a dataset of Reaction yield outcomes from USPTO patents with 853,638 reactions. Predict the reaction yield, written as a fraction of the theoretical maximum amount of product (1.0 means a 100% yield; for example, 0.34 means a 34% yield). The product is [CH3:1][C:2]1([CH3:12])[O:6][C:5](=[CH:7][C:8]([N:16]([O:15][CH2:13][CH3:14])[CH2:17][C:18]2[CH:19]=[CH:20][C:21]([F:24])=[CH:22][CH:23]=2)=[O:9])[C:4](=[O:11])[O:3]1. The yield is 0.920. No catalyst specified. The reactants are [CH3:1][C:2]1([CH3:12])[O:6][C:5](=[CH:7][C:8](Cl)=[O:9])[C:4](=[O:11])[O:3]1.[CH2:13]([O:15][NH:16][CH2:17][C:18]1[CH:23]=[CH:22][C:21]([F:24])=[CH:20][CH:19]=1)[CH3:14].